From a dataset of Forward reaction prediction with 1.9M reactions from USPTO patents (1976-2016). Predict the product of the given reaction. (1) Given the reactants [CH3:1][CH:2]1[CH2:7][NH:6][CH2:5][CH:4]([CH3:8])[NH:3]1.Cl[C:10]1[C:15]([Cl:16])=[CH:14][CH:13]=[CH:12][N:11]=1.C(N(C(C)C)CC)(C)C, predict the reaction product. The product is: [Cl:16][C:15]1[C:10]([N:6]2[CH2:5][CH:4]([CH3:8])[NH:3][CH:2]([CH3:1])[CH2:7]2)=[N:11][CH:12]=[CH:13][CH:14]=1. (2) Given the reactants [C:1]1([CH2:7][CH2:8]N)[CH:6]=[CH:5][CH:4]=[CH:3][CH:2]=1.[CH3:10][N:11]1[CH2:16][CH2:15][C:14](=O)[CH2:13][CH2:12]1.C(O)(=O)C.[BH3-]C#[N:24].[Na+], predict the reaction product. The product is: [CH3:8][CH:7]([NH:24][CH:14]1[CH2:15][CH2:16][N:11]([CH3:10])[CH2:12][CH2:13]1)[C:1]1[CH:2]=[CH:3][CH:4]=[CH:5][CH:6]=1. (3) Given the reactants [CH:1]12[CH2:10][CH:5]3[CH2:6][CH:7]([CH2:9][CH:3]([CH2:4]3)[CH2:2]1)[CH2:8]2.[C:11](Br)([CH3:14])([CH3:13])[CH3:12].[C:16]1([C:22]#[C:23][C:24]2[CH:29]=[CH:28][CH:27]=[CH:26][CH:25]=2)[CH:21]=[CH:20][CH:19]=[CH:18][CH:17]=1.[Cl-].[Al+3].[Cl-].[Cl-].Cl, predict the reaction product. The product is: [C:11]1([C:14]#[C:10][C:1]2[CH:8]=[CH:7][CH:9]=[CH:3][C:2]=2[CH:2]2[CH:3]3[CH2:9][CH:7]4[CH2:6][CH:5]([CH2:10][C:1]2([C:17]2[CH:18]=[CH:19][CH:20]=[CH:21][C:16]=2[C:22]#[C:23][C:24]2[CH:25]=[CH:26][CH:27]=[CH:28][CH:29]=2)[CH2:8]4)[CH2:4]3)[CH:13]=[CH:6][CH:5]=[CH:4][CH:12]=1. (4) Given the reactants [Cl:1][C:2]1[CH:3]=[CH:4][C:5]([NH:8][C:9]([C:11]2[CH:16]=[C:15]([Cl:17])[CH:14]=[CH:13][C:12]=2[NH:18][C:19]([C:21]2[CH:26]=[CH:25][C:24]([S:27]([CH3:33])(=[N:29][CH2:30][CH2:31]O)=[O:28])=[CH:23][CH:22]=2)=[O:20])=[O:10])=[N:6][CH:7]=1.C1(P(C2C=CC=CC=2)C2C=CC=CC=2)C=CC=CC=1.C(Br)(Br)(Br)[Br:54], predict the reaction product. The product is: [Cl:1][C:2]1[CH:3]=[CH:4][C:5]([NH:8][C:9]([C:11]2[CH:16]=[C:15]([Cl:17])[CH:14]=[CH:13][C:12]=2[NH:18][C:19]([C:21]2[CH:26]=[CH:25][C:24]([S:27]([CH3:33])(=[N:29][CH2:30][CH2:31][Br:54])=[O:28])=[CH:23][CH:22]=2)=[O:20])=[O:10])=[N:6][CH:7]=1. (5) Given the reactants COC1C=CC(C[N:8]2[CH:12]=[C:11]([NH:13][C:14](=[O:26])[C:15]3[CH:20]=[CH:19][CH:18]=[CH:17][C:16]=3[O:21][C:22]([F:25])([F:24])[F:23])[C:10]([C:27]3[NH:31][C:30]4[CH:32]=[CH:33][C:34]([CH2:36][N:37]5[CH2:42][CH2:41][O:40][CH2:39][CH2:38]5)=[CH:35][C:29]=4[N:28]=3)=[N:9]2)=CC=1.C1(OC)C=CC=CC=1, predict the reaction product. The product is: [N:37]1([CH2:36][C:34]2[CH:33]=[CH:32][C:30]3[NH:31][C:27]([C:10]4[C:11]([NH:13][C:14](=[O:26])[C:15]5[CH:20]=[CH:19][CH:18]=[CH:17][C:16]=5[O:21][C:22]([F:23])([F:24])[F:25])=[CH:12][NH:8][N:9]=4)=[N:28][C:29]=3[CH:35]=2)[CH2:38][CH2:39][O:40][CH2:41][CH2:42]1. (6) The product is: [CH:1]([O:4][C@@H:5]([CH2:10][C:11]1[CH:12]=[CH:13][C:14]([O:17][CH2:18][CH3:19])=[C:15]([I:20])[CH:16]=1)[C:6]([O:8][CH3:9])=[O:7])([CH3:2])[CH3:3]. Given the reactants [CH:1]([O:4][C@@H:5]([CH2:10][C:11]1[CH:16]=[CH:15][C:14]([O:17][CH2:18][CH3:19])=[CH:13][CH:12]=1)[C:6]([O:8][CH3:9])=[O:7])([CH3:3])[CH3:2].[I:20]I.C(OCC)(=O)C.S([O-])([O-])(=O)=S.[Na+].[Na+], predict the reaction product. (7) Given the reactants C([NH:5][S:6]([C:9]1[CH:10]=[C:11]([C:15]2[CH:20]=[CH:19][CH:18]=[C:17]([C:21]3[N:26]=[C:25]([C:27]4[CH:32]=[CH:31][C:30]([C:33]([F:36])([F:35])[F:34])=[CH:29][C:28]=4[F:37])[CH:24]=[C:23]([C:38]([F:41])([F:40])[F:39])[N:22]=3)[CH:16]=2)[CH:12]=[CH:13][CH:14]=1)(=[O:8])=[O:7])(C)(C)C.C(O)(C(F)(F)F)=O, predict the reaction product. The product is: [F:37][C:28]1[CH:29]=[C:30]([C:33]([F:34])([F:36])[F:35])[CH:31]=[CH:32][C:27]=1[C:25]1[CH:24]=[C:23]([C:38]([F:39])([F:40])[F:41])[N:22]=[C:21]([C:17]2[CH:16]=[C:15]([C:11]3[CH:12]=[CH:13][CH:14]=[C:9]([S:6]([NH2:5])(=[O:8])=[O:7])[CH:10]=3)[CH:20]=[CH:19][CH:18]=2)[N:26]=1. (8) Given the reactants FC(F)(F)C(O)=O.[NH:8]1[CH2:13][CH2:12][CH:11]([NH:14][C:15]2[O:16][C:17]3[C:23]([O:24][CH2:25][CH:26]([OH:29])[CH2:27][OH:28])=[CH:22][CH:21]=[CH:20][C:18]=3[N:19]=2)[CH2:10][CH2:9]1.[CH2:30]([O:32][C:33]1[CH:34]=[C:35]([CH:38]=[CH:39][C:40]=1[O:41][CH3:42])[CH:36]=O)[CH3:31].C([BH3-])#N.[Na+].C(N(C(C)C)C(C)C)C, predict the reaction product. The product is: [CH2:30]([O:32][C:33]1[CH:34]=[C:35]([CH:38]=[CH:39][C:40]=1[O:41][CH3:42])[CH2:36][N:8]1[CH2:13][CH2:12][CH:11]([NH:14][C:15]2[O:16][C:17]3[C:23]([O:24][CH2:25][CH:26]([OH:29])[CH2:27][OH:28])=[CH:22][CH:21]=[CH:20][C:18]=3[N:19]=2)[CH2:10][CH2:9]1)[CH3:31].